Dataset: Full USPTO retrosynthesis dataset with 1.9M reactions from patents (1976-2016). Task: Predict the reactants needed to synthesize the given product. (1) Given the product [F:12][C:3]1[CH:4]=[C:5]([CH:10]=[CH:11][C:2]=1[C:17]1[CH:16]=[N:15][N:14]([CH3:13])[CH:18]=1)[C:6]([O:8][CH3:9])=[O:7], predict the reactants needed to synthesize it. The reactants are: Br[C:2]1[CH:11]=[CH:10][C:5]([C:6]([O:8][CH3:9])=[O:7])=[CH:4][C:3]=1[F:12].[CH3:13][N:14]1[CH:18]=[C:17](B2OC(C)(C)C(C)(C)O2)[CH:16]=[N:15]1.[O-]P([O-])([O-])=O.[K+].[K+].[K+]. (2) Given the product [Cl:39][C:40]1[CH:41]=[C:42]2[C:46](=[CH:47][CH:48]=1)[N:45]([CH2:49][C:50]#[CH:51])[C:44]1[CH2:55][N:54]([CH3:3])[CH2:53][CH2:52][C:43]2=1, predict the reactants needed to synthesize it. The reactants are: Cl.Cl[C:3]1C=CC(NN)=CC=1.C(Br)C#C.ClC1C=CC(N(CC#C)N)=CC=1.C(OC(OCC)CCCNC)C.[Cl:39][C:40]1[CH:41]=[C:42]2[C:46](=[CH:47][CH:48]=1)[N:45]([CH2:49][C:50]#[CH:51])[CH:44]=[C:43]2[CH2:52][CH2:53][NH:54][CH3:55].C=O.C(O)(C(F)(F)F)=O. (3) The reactants are: [C:1](Cl)(Cl)=[O:2].[C:5]([O:9][C:10](=[O:31])[NH:11][CH2:12][C@H:13]([OH:30])[CH2:14][NH:15][C:16]1[CH:17]=[C:18]2[C:22](=[C:23]([F:25])[CH:24]=1)[N:21]([CH:26]1[CH2:28][CH2:27]1)[C:20](=[O:29])[CH2:19]2)([CH3:8])([CH3:7])[CH3:6].C(N(CC)CC)C. Given the product [C:5]([O:9][C:10](=[O:31])[NH:11][CH2:12][C@@H:13]1[O:30][C:1](=[O:2])[N:15]([C:16]2[CH:17]=[C:18]3[C:22](=[C:23]([F:25])[CH:24]=2)[N:21]([CH:26]2[CH2:27][CH2:28]2)[C:20](=[O:29])[CH2:19]3)[CH2:14]1)([CH3:8])([CH3:6])[CH3:7], predict the reactants needed to synthesize it. (4) The reactants are: [Br:1][C:2]1[CH:11]=[C:10]2[C:5]([C:6]([NH:15][CH2:16][CH2:17][NH2:18])=[C:7]([N+:12]([O-:14])=[O:13])[CH:8]=[N:9]2)=[CH:4][CH:3]=1.C(N(CC)CC)C.[CH3:26][S:27](O[S:27]([CH3:26])(=[O:29])=[O:28])(=[O:29])=[O:28].O. Given the product [Br:1][C:2]1[CH:11]=[C:10]2[C:5]([C:6]([NH:15][CH2:16][CH2:17][NH:18][S:27]([CH3:26])(=[O:29])=[O:28])=[C:7]([N+:12]([O-:14])=[O:13])[CH:8]=[N:9]2)=[CH:4][CH:3]=1, predict the reactants needed to synthesize it. (5) Given the product [NH2:20][C:4]1[C:3]([OH:23])=[C:2]([Cl:1])[CH:7]=[C:6]([F:8])[C:5]=1[N:9]1[C:14](=[O:15])[CH:13]=[C:12]([C:16]([F:19])([F:18])[F:17])[CH:11]=[N:10]1, predict the reactants needed to synthesize it. The reactants are: [Cl:1][C:2]1[CH:7]=[C:6]([F:8])[C:5]([N:9]2[C:14](=[O:15])[CH:13]=[C:12]([C:16]([F:19])([F:18])[F:17])[CH:11]=[N:10]2)=[C:4]([N+:20]([O-])=O)[C:3]=1[OH:23].